From a dataset of Forward reaction prediction with 1.9M reactions from USPTO patents (1976-2016). Predict the product of the given reaction. Given the reactants C([O:3][C:4](=[O:25])[CH:5]([NH:7][C:8]([NH:10][C:11]1[CH:16]=[C:15]([C:17]2[CH:22]=[CH:21][CH:20]=[CH:19][C:18]=2[O:23][CH3:24])[N:14]=[CH:13][N:12]=1)=[O:9])[CH3:6])C.[Li+].[OH-], predict the reaction product. The product is: [CH3:24][O:23][C:18]1[CH:19]=[CH:20][CH:21]=[CH:22][C:17]=1[C:15]1[N:14]=[CH:13][N:12]=[C:11]([NH:10][C:8](=[O:9])[NH:7][CH:5]([CH3:6])[C:4]([OH:25])=[O:3])[CH:16]=1.